From a dataset of Retrosynthesis with 50K atom-mapped reactions and 10 reaction types from USPTO. Predict the reactants needed to synthesize the given product. (1) Given the product CCCCCCCCC(O)/C=C/c1cccc(CC(O)c2cccc(C(=O)O)c2)n1, predict the reactants needed to synthesize it. The reactants are: CCCCCCCCC(O)/C=C/c1cccc(CC(O)c2cccc(C(=O)OC)c2)n1. (2) The reactants are: CCOC(OCC)[C@@H](N)CC(=O)OC(C)(C)C.O=S(=O)(Cl)c1ccccc1OCc1ccccc1. Given the product CCOC(OCC)[C@H](CC(=O)OC(C)(C)C)NS(=O)(=O)c1ccccc1OCc1ccccc1, predict the reactants needed to synthesize it. (3) The reactants are: COC(=O)c1cc(I)c[nH]1.Cc1ccc(S(=O)(=O)Cl)cc1. Given the product COC(=O)c1cc(I)cn1S(=O)(=O)c1ccc(C)cc1, predict the reactants needed to synthesize it. (4) Given the product CC(C)CCSc1ccccc1/C=C/C(=O)N1CCC(C(N)=O)CC1, predict the reactants needed to synthesize it. The reactants are: CC(C)CCSc1ccccc1/C=C/C(=O)O.NC(=O)C1CCNCC1. (5) The reactants are: Cc1cc(C(=O)O)[nH]c1C=C1C(=O)Nc2ccccc21.NCCCCc1ccccc1. Given the product Cc1cc(C(=O)NCCCCc2ccccc2)[nH]c1C=C1C(=O)Nc2ccccc21, predict the reactants needed to synthesize it. (6) The reactants are: CC(C)(C)OC(=O)Nc1ccn2nc(N3CCCC3)nc2c1. Given the product Nc1ccn2nc(N3CCCC3)nc2c1, predict the reactants needed to synthesize it.